This data is from Forward reaction prediction with 1.9M reactions from USPTO patents (1976-2016). The task is: Predict the product of the given reaction. (1) Given the reactants [NH2:1][C:2]1[C:3]2[C:26]([CH3:28])([CH3:27])[C:25](=[O:29])[NH:24][C:4]=2[N:5]=[C:6]([N:8]2[C:16]3[C:11](=[CH:12][C:13](Cl)=[CH:14][CH:15]=3)[C:10]([CH2:18][CH2:19][C:20]([F:23])([F:22])[F:21])=[N:9]2)[N:7]=1, predict the reaction product. The product is: [NH2:1][C:2]1[C:3]2[C:26]([CH3:27])([CH3:28])[C:25](=[O:29])[NH:24][C:4]=2[N:5]=[C:6]([N:8]2[C:16]3[C:11](=[CH:12][CH:13]=[CH:14][CH:15]=3)[C:10]([CH2:18][CH2:19][C:20]([F:22])([F:21])[F:23])=[N:9]2)[N:7]=1. (2) Given the reactants [CH2:1]([N:8]1[C:12]2([CH2:17][CH2:16][N:15]([C:18]([C:20]3[CH:29]=[CH:28][C:27]4[C:22](=[CH:23][CH:24]=[CH:25][CH:26]=4)[CH:21]=3)=[O:19])[CH2:14][CH2:13]2)[NH:11][C@@H:10]([CH2:30][C:31]2[CH:36]=[CH:35][CH:34]=[CH:33][CH:32]=2)[C:9]1=[O:37])[C:2]1[CH:7]=[CH:6][CH:5]=[CH:4][CH:3]=1.O.C[Si]([Cl:43])(C)C.CCOCC, predict the reaction product. The product is: [ClH:43].[CH2:1]([N:8]1[C:12]2([CH2:17][CH2:16][N:15]([C:18]([C:20]3[CH:29]=[CH:28][C:27]4[C:22](=[CH:23][CH:24]=[CH:25][CH:26]=4)[CH:21]=3)=[O:19])[CH2:14][CH2:13]2)[NH:11][C@@H:10]([CH2:30][C:31]2[CH:32]=[CH:33][CH:34]=[CH:35][CH:36]=2)[C:9]1=[O:37])[C:2]1[CH:7]=[CH:6][CH:5]=[CH:4][CH:3]=1. (3) Given the reactants [CH3:1][O:2][C:3]1[CH:8]=[CH:7][C:6]([C:9]2[CH:17]=[CH:16][CH:15]=[C:14]3[C:10]=2[CH2:11][C:12](=[O:18])[NH:13]3)=[CH:5][CH:4]=1.[CH2:19]([N:21]([CH2:36][CH3:37])[CH2:22][CH2:23][NH:24][C:25]([C:27]1[C:31]([CH3:32])=[C:30]([CH:33]=O)[NH:29][C:28]=1[CH3:35])=[O:26])[CH3:20], predict the reaction product. The product is: [CH2:36]([N:21]([CH2:19][CH3:20])[CH2:22][CH2:23][NH:24][C:25]([C:27]1[C:31]([CH3:32])=[C:30]([CH:33]=[C:11]2[C:10]3[C:14](=[CH:15][CH:16]=[CH:17][C:9]=3[C:6]3[CH:7]=[CH:8][C:3]([O:2][CH3:1])=[CH:4][CH:5]=3)[NH:13][C:12]2=[O:18])[NH:29][C:28]=1[CH3:35])=[O:26])[CH3:37]. (4) Given the reactants Br[C:2]1[C:15]2[C:16]3=[C:17]4[C:12](=[CH:13][CH:14]=2)[CH:11]=[CH:10][CH:9]=[C:8]4[CH:7]=[CH:6][C:5]3=[CH:4][CH:3]=1.[CH:18]1[C:27]2[C:22](=[CH:23][CH:24]=[CH:25][CH:26]=2)[CH:21]=[CH:20][C:19]=1B(O)O.P([O-])([O-])([O-])=O.[K+].[K+].[K+].CN(C)C=O, predict the reaction product. The product is: [CH:18]1[C:27]2[C:22](=[CH:23][CH:24]=[CH:25][CH:26]=2)[CH:21]=[CH:20][C:19]=1[C:9]1[C:8]2[C:17]3=[C:16]4[C:5](=[CH:6][CH:7]=2)[CH:4]=[CH:3][CH:2]=[C:15]4[CH:14]=[CH:13][C:12]3=[CH:11][CH:10]=1. (5) Given the reactants [CH3:1][O:2][C:3]1[CH:4]=[C:5]([C:9]2[N:14]=[C:13]([C:15]([NH:17][C:18]3[C:27]([CH3:28])=[CH:26][C:21]([C:22]([O:24]C)=[O:23])=[CH:20][C:19]=3[CH3:29])=[O:16])[C:12]([CH3:30])=[CH:11][CH:10]=2)[CH:6]=[CH:7][CH:8]=1.[OH-].[Na+].Cl, predict the reaction product. The product is: [CH3:1][O:2][C:3]1[CH:4]=[C:5]([C:9]2[N:14]=[C:13]([C:15]([NH:17][C:18]3[C:27]([CH3:28])=[CH:26][C:21]([C:22]([OH:24])=[O:23])=[CH:20][C:19]=3[CH3:29])=[O:16])[C:12]([CH3:30])=[CH:11][CH:10]=2)[CH:6]=[CH:7][CH:8]=1.